This data is from Catalyst prediction with 721,799 reactions and 888 catalyst types from USPTO. The task is: Predict which catalyst facilitates the given reaction. (1) Reactant: [NH2:1][CH2:2][CH2:3][CH2:4][OH:5].Br[CH2:7][C:8]([O:10][C:11]([CH3:14])([CH3:13])[CH3:12])=[O:9]. Product: [C:11]([O:10][C:8](=[O:9])[CH2:7][NH:1][CH2:2][CH2:3][CH2:4][OH:5])([CH3:14])([CH3:13])[CH3:12]. The catalyst class is: 4. (2) Reactant: [Cl:1][C:2]1[CH:3]=[C:4]([NH:9][C@H:10]([C:14]([O:16][CH2:17][CH3:18])=[O:15])[CH:11]([CH3:13])[CH3:12])[CH:5]=[CH:6][C:7]=1[F:8].[CH2:19](Br)[C:20]1[CH:25]=[CH:24][CH:23]=[CH:22][CH:21]=1.C(N(C(C)C)CC)(C)C.C(N)CN.Cl. Product: [CH2:19]([N:9]([C:4]1[CH:5]=[CH:6][C:7]([F:8])=[C:2]([Cl:1])[CH:3]=1)[C@H:10]([C:14]([O:16][CH2:17][CH3:18])=[O:15])[CH:11]([CH3:13])[CH3:12])[C:20]1[CH:25]=[CH:24][CH:23]=[CH:22][CH:21]=1. The catalyst class is: 85. (3) Reactant: [CH2:1]([O:8][NH:9][C@H:10]1[CH2:15][N:14]([C:16]([O:18][C:19]([CH3:22])([CH3:21])[CH3:20])=[O:17])[C@H:13]([C:23]([OH:25])=[O:24])[CH2:12][CH2:11]1)[C:2]1[CH:7]=[CH:6][CH:5]=[CH:4][CH:3]=1.Cl[CH2:27][C:28]#[N:29].C(N(C(C)C)CC)(C)C. Product: [CH2:1]([O:8][NH:9][C@H:10]1[CH2:15][N:14]([C:16]([O:18][C:19]([CH3:21])([CH3:22])[CH3:20])=[O:17])[C@H:13]([C:23]([O:25][CH2:27][C:28]#[N:29])=[O:24])[CH2:12][CH2:11]1)[C:2]1[CH:3]=[CH:4][CH:5]=[CH:6][CH:7]=1. The catalyst class is: 115. (4) Reactant: CC(C)([O-])C.[K+].S([CH2:17][N+:18]#[C-])(C1C=CC(C)=CC=1)(=O)=O.C(O)(C)C.[C:24]([O:28][C:29]([N:31]1[C@@H:36]2[CH2:37][CH2:38][C@H:32]1[CH2:33][C:34](=O)[CH2:35]2)=[O:30])([CH3:27])([CH3:26])[CH3:25]. Product: [C:24]([O:28][C:29]([N:31]1[C@@H:36]2[CH2:37][CH2:38][C@H:32]1[CH2:33][CH:34]([C:17]#[N:18])[CH2:35]2)=[O:30])([CH3:27])([CH3:26])[CH3:25]. The catalyst class is: 57. (5) Reactant: CC(OI1(OC(C)=O)(OC(C)=O)OC(=O)C2C=CC=CC1=2)=O.[S:23]1[C:27]([C:28]([N:30]2[CH2:35][C:34]3([CH2:40][CH2:39][N:38]([CH2:41][C:42]4[CH:47]=[CH:46][CH:45]=[C:44]([CH2:48][CH2:49][OH:50])[C:43]=4[F:51])[CH2:37][CH2:36]3)[O:33][CH2:32][CH2:31]2)=[O:29])=[CH:26][C:25]2[CH:52]=[CH:53][CH:54]=[CH:55][C:24]1=2.FC(F)(F)C(O)=O.S([O-])([O-])(=O)=S.[Na+].[Na+].C(=O)(O)[O-].[Na+]. Product: [S:23]1[C:27]([C:28]([N:30]2[CH2:35][C:34]3([CH2:40][CH2:39][N:38]([CH2:41][C:42]4[C:43]([F:51])=[C:44]([CH2:48][CH:49]=[O:50])[CH:45]=[CH:46][CH:47]=4)[CH2:37][CH2:36]3)[O:33][CH2:32][CH2:31]2)=[O:29])=[CH:26][C:25]2[CH:52]=[CH:53][CH:54]=[CH:55][C:24]1=2. The catalyst class is: 124. (6) Product: [Cl:1][C:2]1[CH:3]=[C:4]([CH:12]([CH2:16][C@@H:17]2[CH2:21][CH2:20][C:19]([F:22])([F:23])[CH2:18]2)[C:13]([NH:30][C:31]2[CH:35]=[CH:34][N:33]([CH2:36][C:37]([OH:39])([CH3:38])[CH3:40])[N:32]=2)=[O:15])[CH:5]=[CH:6][C:7]=1[S:8]([CH3:11])(=[O:10])=[O:9]. The catalyst class is: 306. Reactant: [Cl:1][C:2]1[CH:3]=[C:4]([CH:12]([CH2:16][C@@H:17]2[CH2:21][CH2:20][C:19]([F:23])([F:22])[CH2:18]2)[C:13]([OH:15])=O)[CH:5]=[CH:6][C:7]=1[S:8]([CH3:11])(=[O:10])=[O:9].C(Cl)(=O)C(Cl)=O.[NH2:30][C:31]1[CH:35]=[CH:34][N:33]([CH2:36][C:37]([CH3:40])([OH:39])[CH3:38])[N:32]=1.N1C(C)=CC=CC=1C.